From a dataset of Forward reaction prediction with 1.9M reactions from USPTO patents (1976-2016). Predict the product of the given reaction. Given the reactants Br[C:2]1[CH:3]=[C:4]([C:14]([NH:16][CH2:17][C:18]2[C:19](=[O:26])[NH:20][C:21]([CH3:25])=[CH:22][C:23]=2[CH3:24])=[O:15])[C:5]2[CH:6]=[N:7][N:8]([CH:11]3[CH2:13][CH2:12]3)[C:9]=2[CH:10]=1.[CH3:27][N:28]([CH3:45])[CH2:29][C:30]1[CH:35]=[CH:34][C:33](B2OC(C)(C)C(C)(C)O2)=[CH:32][CH:31]=1.P([O-])([O-])([O-])=O.[K+].[K+].[K+].O1CCOCC1, predict the reaction product. The product is: [CH:11]1([N:8]2[C:9]3[CH:10]=[C:2]([C:33]4[CH:34]=[CH:35][C:30]([CH2:29][N:28]([CH3:45])[CH3:27])=[CH:31][CH:32]=4)[CH:3]=[C:4]([C:14]([NH:16][CH2:17][C:18]4[C:19](=[O:26])[NH:20][C:21]([CH3:25])=[CH:22][C:23]=4[CH3:24])=[O:15])[C:5]=3[CH:6]=[N:7]2)[CH2:13][CH2:12]1.